This data is from Forward reaction prediction with 1.9M reactions from USPTO patents (1976-2016). The task is: Predict the product of the given reaction. (1) Given the reactants [CH3:1][C:2]1([CH3:22])[O:7][C:6](=[O:8])[NH:5][C:4]2[CH:9]=[CH:10][C:11]([C:13]3[CH:14]=[C:15]([CH:18]=[C:19]([F:21])[CH:20]=3)[C:16]#[N:17])=[CH:12][C:3]1=2.[H-].[Na+].Cl[CH2:26][O:27][CH3:28], predict the reaction product. The product is: [F:21][C:19]1[CH:18]=[C:15]([CH:14]=[C:13]([C:11]2[CH:10]=[CH:9][C:4]3[N:5]([CH2:26][O:27][CH3:28])[C:6](=[O:8])[O:7][C:2]([CH3:22])([CH3:1])[C:3]=3[CH:12]=2)[CH:20]=1)[C:16]#[N:17]. (2) The product is: [Cl:5][C:6]1[CH:31]=[CH:30][C:9]([C:10]([N:12]2[C:20]3[C:15](=[C:16]([F:24])[C:17]([OH:22])=[C:18]([F:21])[CH:19]=3)[C:14]([CH2:25][C:26]([OH:28])=[O:27])=[C:13]2[CH3:29])=[O:11])=[CH:8][CH:7]=1. Given the reactants B(Br)(Br)Br.[Cl:5][C:6]1[CH:31]=[CH:30][C:9]([C:10]([N:12]2[C:20]3[C:15](=[C:16]([F:24])[C:17]([O:22]C)=[C:18]([F:21])[CH:19]=3)[C:14]([CH2:25][C:26]([OH:28])=[O:27])=[C:13]2[CH3:29])=[O:11])=[CH:8][CH:7]=1, predict the reaction product. (3) Given the reactants [H-].[Al+3].[Li+].[H-].[H-].[H-].[CH3:7][N:8]1[CH:16]=[C:15]2[C:10]([CH:11]=[CH:12][CH:13]=[C:14]2[C@@H:17]2[CH2:19][C@H:18]2[CH:20]=[N:21]O)=[N:9]1.O.O.O.O.O.O.O.O.O.O.S([O-])([O-])(=O)=O.[Na+].[Na+], predict the reaction product. The product is: [CH3:7][N:8]1[CH:16]=[C:15]2[C:10]([CH:11]=[CH:12][CH:13]=[C:14]2[C@@H:17]2[CH2:19][C@H:18]2[CH2:20][NH2:21])=[N:9]1. (4) The product is: [CH3:1][N:2]([CH2:3][C:4]1[C:8]2[CH:9]=[CH:10][CH:11]=[CH:12][C:7]=2[O:6][C:5]=1[CH3:13])[C:27](=[O:28])/[CH:26]=[CH:25]/[C:22]1[CH:23]=[N:24][C:17]2[NH:16][C:15](=[O:14])[CH2:20][O:19][C:18]=2[CH:21]=1. Given the reactants [CH3:1][NH:2][CH2:3][C:4]1[C:8]2[CH:9]=[CH:10][CH:11]=[CH:12][C:7]=2[O:6][C:5]=1[CH3:13].[O:14]=[C:15]1[CH2:20][O:19][C:18]2[CH:21]=[C:22]([CH:25]=[CH:26][C:27](O)=[O:28])[CH:23]=[N:24][C:17]=2[NH:16]1.ON1C2C=CC=CC=2N=N1.C(N(C(C)C)CC)(C)C.CC[N+](CCCN(C)C)=C=N, predict the reaction product. (5) Given the reactants [O:1]1[C:5]2[CH:6]=[CH:7][C:8]([OH:10])=[CH:9][C:4]=2[CH:3]=[CH:2]1.N1C=CN=C1.[CH3:16][C:17]([Si:20](Cl)([CH3:22])[CH3:21])([CH3:19])[CH3:18].C([O-])(O)=O.[Na+], predict the reaction product. The product is: [O:1]1[C:5]2[CH:6]=[CH:7][C:8]([O:10][Si:20]([C:17]([CH3:19])([CH3:18])[CH3:16])([CH3:22])[CH3:21])=[CH:9][C:4]=2[CH:3]=[CH:2]1. (6) Given the reactants [O:1]1[CH2:6][CH:5]=[C:4]([C:7]2[CH:12]=[C:11]([N+:13]([O-])=O)[CH:10]=[CH:9][N:8]=2)[CH2:3][CH2:2]1, predict the reaction product. The product is: [O:1]1[CH2:6][CH2:5][CH:4]([C:7]2[CH:12]=[C:11]([NH2:13])[CH:10]=[CH:9][N:8]=2)[CH2:3][CH2:2]1.